Predict the reactants needed to synthesize the given product. From a dataset of Full USPTO retrosynthesis dataset with 1.9M reactions from patents (1976-2016). (1) Given the product [ClH:38].[ClH:38].[CH2:39]([O:41][C:30]([C:27]1[CH:28]=[C:29]2[C:24](=[CH:25][CH:26]=1)[NH:23][N:22]=[C:21]2[C:16]1[CH:15]=[CH:14][C:13]2[C:18](=[CH:19][CH:20]=[C:11]([C:9](=[O:10])[NH:8][CH2:7][CH2:6][N:1]3[CH2:5][CH2:4][CH2:3][CH2:2]3)[CH:12]=2)[CH:17]=1)=[NH:31])[CH3:40], predict the reactants needed to synthesize it. The reactants are: [N:1]1([CH2:6][CH2:7][NH:8][C:9]([C:11]2[CH:20]=[CH:19][C:18]3[C:13](=[CH:14][CH:15]=[C:16]([C:21]4[C:29]5[C:24](=[CH:25][CH:26]=[C:27]([C:30]#[N:31])[CH:28]=5)[N:23](C5CCCCO5)[N:22]=4)[CH:17]=3)[CH:12]=2)=[O:10])[CH2:5][CH2:4][CH2:3][CH2:2]1.[ClH:38].[CH2:39]([OH:41])[CH3:40]. (2) The reactants are: [C:1]1([C:7]2[N:11]([S:12]([C:15]3[CH:20]=[CH:19][CH:18]=[C:17]([O:21][CH2:22][C:23]([NH:25][CH:26]4[CH2:28][CH2:27]4)=[O:24])[CH:16]=3)(=[O:14])=[O:13])[CH:10]=[C:9]([CH2:29][N:30](C)[C:31](=O)OC(C)(C)C)[CH:8]=2)[CH2:6][CH2:5][CH2:4][CH2:3][CH:2]=1.FC(F)(F)C(O)=O. Given the product [C:1]1([C:7]2[N:11]([S:12]([C:15]3[CH:16]=[C:17]([CH:18]=[CH:19][CH:20]=3)[O:21][CH2:22][C:23]([NH:25][CH:26]3[CH2:27][CH2:28]3)=[O:24])(=[O:13])=[O:14])[CH:10]=[C:9]([CH2:29][NH:30][CH3:31])[CH:8]=2)[CH2:6][CH2:5][CH2:4][CH2:3][CH:2]=1, predict the reactants needed to synthesize it. (3) Given the product [OH:1][C@@H:2]1[CH2:7][N:6]([C:72]([O:74][CH3:75])=[O:73])[C@H:5]([C:8]([N:24]2[CH2:25][CH2:26][N:21]([C:15]3[CH:20]=[CH:19][CH:18]=[CH:17][CH:16]=3)[CH2:22][CH2:23]2)=[O:10])[C@@H:4]([C:11]([O:13][CH3:14])=[O:12])[CH2:3]1, predict the reactants needed to synthesize it. The reactants are: [OH:1][C@@H:2]1[CH2:7][NH:6][C@H:5]([C:8]([OH:10])=O)[C@@H:4]([C:11]([O:13][CH3:14])=[O:12])[CH2:3]1.[C:15]1([N:21]2[CH2:26][CH2:25][NH:24][CH2:23][CH2:22]2)[CH:20]=[CH:19][CH:18]=[CH:17][CH:16]=1.F[P-](F)(F)(F)(F)F.N1(O[P+](N(C)C)(N(C)C)N(C)C)C2C=CC=CC=2N=N1.CN(C)C=O.C(N(CC)C(C)C)(C)C.C(Cl)Cl.Cl[C:72]([O:74][CH3:75])=[O:73]. (4) The reactants are: [C:1]([O:5][C:6]([N:8]1[CH2:13][CH2:12][CH:11]([N:14]2[C:27]3[CH:26]=[CH:25][C:24](Cl)=[CH:23][C:22]=3[O:21][C:20]3[C:15]2=[CH:16][CH:17]=[CH:18][C:19]=3[O:29][CH3:30])[CH2:10][CH2:9]1)=[O:7])([CH3:4])([CH3:3])[CH3:2].BrC1C=CC2N([CH:46]3[CH2:51][CH2:50][NH:49][CH2:48][CH2:47]3)C3C(SC=2C=1)=CC=CC=3.O1CCOCC1.O. Given the product [C:1]([O:5][C:6]([N:8]1[CH2:13][CH2:12][CH:11]([N:14]2[C:27]3[CH:26]=[CH:25][C:24]([C:47]4[CH:48]=[N:49][CH:50]=[CH:51][CH:46]=4)=[CH:23][C:22]=3[O:21][C:20]3[C:15]2=[CH:16][CH:17]=[CH:18][C:19]=3[O:29][CH3:30])[CH2:10][CH2:9]1)=[O:7])([CH3:4])([CH3:3])[CH3:2], predict the reactants needed to synthesize it.